Predict the product of the given reaction. From a dataset of Forward reaction prediction with 1.9M reactions from USPTO patents (1976-2016). (1) Given the reactants [Si:1]([O:8][C@@H:9]1[C@@:28]2([CH3:29])[C:13](=[CH:14][CH:15]=[C:16]3[C@@H:27]2[CH2:26][CH2:25][C@@:24]2([CH3:30])[C@H:17]3[CH2:18][CH:19]=[C:20]2[C@H:21]([OH:23])[CH3:22])[CH2:12][C@@H:11]([O:31][Si:32]([C:35]([CH3:38])([CH3:37])[CH3:36])([CH3:34])[CH3:33])[CH2:10]1)([C:4]([CH3:7])([CH3:6])[CH3:5])([CH3:3])[CH3:2].[CH3:39][N:40]([CH3:45])[C:41](=[O:44])[CH:42]=[CH2:43].[H-].[Na+], predict the reaction product. The product is: [Si:1]([O:8][C@@H:9]1[C@@:28]2([CH3:29])[C:13](=[CH:14][CH:15]=[C:16]3[C@@H:27]2[CH2:26][CH2:25][C@@:24]2([CH3:30])[C@H:17]3[CH2:18][CH:19]=[C:20]2[C@H:21]([O:23][CH2:43][CH2:42][C:41]([N:40]([CH3:45])[CH3:39])=[O:44])[CH3:22])[CH2:12][C@@H:11]([O:31][Si:32]([C:35]([CH3:37])([CH3:36])[CH3:38])([CH3:33])[CH3:34])[CH2:10]1)([C:4]([CH3:7])([CH3:6])[CH3:5])([CH3:3])[CH3:2]. (2) The product is: [Br:21][C:19]1[CH:18]=[CH:17][C:16]([OH:22])=[C:15]([CH:20]=1)[CH2:14][C@H:10]1[O:11][CH2:12][CH2:13][NH:8][CH2:9]1. Given the reactants C([N:8]1[CH2:13][CH2:12][O:11][C@H:10]([CH2:14][C:15]2[CH:20]=[C:19]([Br:21])[CH:18]=[CH:17][C:16]=2[OH:22])[CH2:9]1)(OC(C)(C)C)=O.Cl, predict the reaction product. (3) Given the reactants C(OC(=O)O[C@H:6]1[CH2:10][C@@H:9]([N:11]2[CH:19]=[N:18][C:17]3[C:12]2=[N:13][C:14]([Cl:21])=[N:15][C:16]=3[Cl:20])[CH:8]=[CH:7]1)C.C1(P(C2C=CC=CC=2)C2C=CC=CC=2)C=CC=CC=1.[NH:42]1[CH:46]=[CH:45][N:44]=[N:43]1, predict the reaction product. The product is: [Cl:21][C:14]1[N:13]=[C:12]2[C:17]([N:18]=[CH:19][N:11]2[C@@H:9]2[CH2:10][C@H:6]([N:43]3[N:44]=[CH:45][CH:46]=[N:42]3)[CH:7]=[CH:8]2)=[C:16]([Cl:20])[N:15]=1. (4) Given the reactants Br[CH:2]1[C:7](=O)[CH2:6][C:5]([CH3:10])([CH3:9])[CH2:4][C:3]1=[O:11].Cl.[CH2:13]([O:15][C:16](=[O:21])[C@H:17]([CH2:19][SH:20])[NH2:18])[CH3:14], predict the reaction product. The product is: [CH3:9][C:5]1([CH3:10])[CH2:4][C:3](=[O:11])[C:2]2[S:20][CH2:19][C@@H:17]([C:16]([O:15][CH2:13][CH3:14])=[O:21])[NH:18][C:7]=2[CH2:6]1. (5) Given the reactants [N:1]1[CH:6]=[CH:5][CH:4]=[CH:3][C:2]=1[C:7]1[C:11]([CH2:12][O:13][C:14]2[CH:22]=[CH:21][C:17]([C:18]([OH:20])=O)=[CH:16][N:15]=2)=[CH:10][O:9][N:8]=1.[NH2:23][CH:24]1[CH2:29][CH2:28][O:27][CH2:26][CH2:25]1, predict the reaction product. The product is: [N:1]1[CH:6]=[CH:5][CH:4]=[CH:3][C:2]=1[C:7]1[C:11]([CH2:12][O:13][C:14]2[CH:22]=[CH:21][C:17]([C:18]([NH:23][CH:24]3[CH2:29][CH2:28][O:27][CH2:26][CH2:25]3)=[O:20])=[CH:16][N:15]=2)=[CH:10][O:9][N:8]=1. (6) Given the reactants [NH2:1][C:2]1[CH:3]=[C:4]([CH:21]=[CH:22][CH:23]=1)[O:5][C:6]1[CH:7]=[CH:8][C:9]2[N:10]([CH:12]=[C:13]([NH:15][C:16]([CH:18]3[CH2:20][CH2:19]3)=[O:17])[N:14]=2)[N:11]=1.[C:24]([C:26]1([C:32]2[CH:33]=[C:34]([CH:38]=[CH:39][CH:40]=2)[C:35](O)=[O:36])[CH2:31][CH2:30][O:29][CH2:28][CH2:27]1)#[N:25].Cl.CN(C)CCCN=C=NCC.ON1C2C=CC=CC=2N=N1.C(N(CC)CC)C, predict the reaction product. The product is: [C:24]([C:26]1([C:32]2[CH:33]=[C:34]([CH:38]=[CH:39][CH:40]=2)[C:35]([NH:1][C:2]2[CH:23]=[CH:22][CH:21]=[C:4]([O:5][C:6]3[CH:7]=[CH:8][C:9]4[N:10]([CH:12]=[C:13]([NH:15][C:16]([CH:18]5[CH2:20][CH2:19]5)=[O:17])[N:14]=4)[N:11]=3)[CH:3]=2)=[O:36])[CH2:27][CH2:28][O:29][CH2:30][CH2:31]1)#[N:25]. (7) Given the reactants Br[C:2]1[CH:3]=[C:4]([NH:10][C:11]2[CH:15]=[C:14]([CH3:16])[NH:13][N:12]=2)[C:5](=[O:9])[N:6]([CH3:8])[CH:7]=1.C([O:20][CH2:21][C:22]1[C:27](B2OC(C)(C)C(C)(C)O2)=[CH:26][CH:25]=[CH:24][C:23]=1[N:37]1[CH2:49][CH2:48][C:47]2[N:46]3[C:41]([CH2:42][CH2:43][CH2:44][CH2:45]3)=[CH:40][C:39]=2[C:38]1=[O:50])(=O)C, predict the reaction product. The product is: [OH:20][CH2:21][C:22]1[C:27]([C:2]2[CH:3]=[C:4]([NH:10][C:11]3[CH:15]=[C:14]([CH3:16])[NH:13][N:12]=3)[C:5](=[O:9])[N:6]([CH3:8])[CH:7]=2)=[CH:26][CH:25]=[CH:24][C:23]=1[N:37]1[CH2:49][CH2:48][C:47]2[N:46]3[C:41]([CH2:42][CH2:43][CH2:44][CH2:45]3)=[CH:40][C:39]=2[C:38]1=[O:50].